From a dataset of NCI-60 drug combinations with 297,098 pairs across 59 cell lines. Regression. Given two drug SMILES strings and cell line genomic features, predict the synergy score measuring deviation from expected non-interaction effect. (1) Drug 1: CC(CN1CC(=O)NC(=O)C1)N2CC(=O)NC(=O)C2. Drug 2: CC1CCCC2(C(O2)CC(NC(=O)CC(C(C(=O)C(C1O)C)(C)C)O)C(=CC3=CSC(=N3)C)C)C. Cell line: HCT-15. Synergy scores: CSS=23.3, Synergy_ZIP=-8.62, Synergy_Bliss=-0.412, Synergy_Loewe=-1.57, Synergy_HSA=-1.64. (2) Drug 1: CC1=CC2C(CCC3(C2CCC3(C(=O)C)OC(=O)C)C)C4(C1=CC(=O)CC4)C. Drug 2: CC1=C(C(CCC1)(C)C)C=CC(=CC=CC(=CC(=O)O)C)C. Cell line: HOP-92. Synergy scores: CSS=12.7, Synergy_ZIP=13.8, Synergy_Bliss=14.8, Synergy_Loewe=10.7, Synergy_HSA=6.82. (3) Drug 1: C1CC(CNC1)C2=CC=C(C=C2)N3C=C4C=CC=C(C4=N3)C(=O)N. Drug 2: C1CCC(C(C1)[NH-])[NH-].C(=O)(C(=O)[O-])[O-].[Pt+4]. Cell line: HCT116. Synergy scores: CSS=69.1, Synergy_ZIP=10.9, Synergy_Bliss=8.86, Synergy_Loewe=8.23, Synergy_HSA=13.0. (4) Drug 1: C1=C(C(=O)NC(=O)N1)F. Drug 2: CN(C(=O)NC(C=O)C(C(C(CO)O)O)O)N=O. Cell line: A498. Synergy scores: CSS=44.4, Synergy_ZIP=-4.81, Synergy_Bliss=-10.9, Synergy_Loewe=-20.3, Synergy_HSA=-11.0. (5) Drug 1: CN1C(=O)N2C=NC(=C2N=N1)C(=O)N. Drug 2: C1=CC=C(C(=C1)C(C2=CC=C(C=C2)Cl)C(Cl)Cl)Cl. Cell line: A549. Synergy scores: CSS=-3.92, Synergy_ZIP=2.15, Synergy_Bliss=1.79, Synergy_Loewe=-3.35, Synergy_HSA=-2.96. (6) Drug 1: C1=NC2=C(N1)C(=S)N=C(N2)N. Drug 2: CC1=C(C=C(C=C1)NC(=O)C2=CC=C(C=C2)CN3CCN(CC3)C)NC4=NC=CC(=N4)C5=CN=CC=C5. Cell line: RPMI-8226. Synergy scores: CSS=31.1, Synergy_ZIP=-1.42, Synergy_Bliss=-6.55, Synergy_Loewe=-28.9, Synergy_HSA=-5.90. (7) Drug 1: C1=NC2=C(N=C(N=C2N1C3C(C(C(O3)CO)O)F)Cl)N. Drug 2: CCC1(C2=C(COC1=O)C(=O)N3CC4=CC5=C(C=CC(=C5CN(C)C)O)N=C4C3=C2)O.Cl. Cell line: SN12C. Synergy scores: CSS=38.7, Synergy_ZIP=-1.58, Synergy_Bliss=-0.999, Synergy_Loewe=-5.10, Synergy_HSA=0.0741. (8) Drug 1: CCCS(=O)(=O)NC1=C(C(=C(C=C1)F)C(=O)C2=CNC3=C2C=C(C=N3)C4=CC=C(C=C4)Cl)F. Drug 2: CC1CCC2CC(C(=CC=CC=CC(CC(C(=O)C(C(C(=CC(C(=O)CC(OC(=O)C3CCCCN3C(=O)C(=O)C1(O2)O)C(C)CC4CCC(C(C4)OC)OCCO)C)C)O)OC)C)C)C)OC. Cell line: SF-268. Synergy scores: CSS=28.9, Synergy_ZIP=6.67, Synergy_Bliss=9.54, Synergy_Loewe=-6.30, Synergy_HSA=7.14.